This data is from Full USPTO retrosynthesis dataset with 1.9M reactions from patents (1976-2016). The task is: Predict the reactants needed to synthesize the given product. (1) Given the product [CH3:18][C:13]1([CH3:19])[C:14]([CH3:17])([CH3:16])[O:15][B:11]([C:2]2[CH:3]=[C:4]3[C:8](=[CH:9][CH:10]=2)[NH:7][N:6]=[CH:5]3)[O:12]1, predict the reactants needed to synthesize it. The reactants are: Br[C:2]1[CH:3]=[C:4]2[C:8](=[CH:9][CH:10]=1)[NH:7][N:6]=[CH:5]2.[B:11]1([B:11]2[O:15][C:14]([CH3:17])([CH3:16])[C:13]([CH3:19])([CH3:18])[O:12]2)[O:15][C:14]([CH3:17])([CH3:16])[C:13]([CH3:19])([CH3:18])[O:12]1.CC([O-])=O.[K+]. (2) Given the product [CH2:1]([CH:3]1[C:7]2=[N:8][C:9]([O:18][CH2:19][C:20]3[CH:25]=[CH:24][CH:23]=[CH:22][N:21]=3)=[CH:10][C:11]([C:12]3[CH:13]=[N:14][CH:15]=[N:16][CH:17]=3)=[C:6]2[CH2:5][CH2:4]1)[CH3:2], predict the reactants needed to synthesize it. The reactants are: [CH:1](=[C:3]1[C:7]2=[N:8][C:9]([O:18][CH2:19][C:20]3[CH:25]=[CH:24][CH:23]=[CH:22][N:21]=3)=[CH:10][C:11]([C:12]3[CH:13]=[N:14][CH:15]=[N:16][CH:17]=3)=[C:6]2[CH2:5][CH2:4]1)[CH3:2]. (3) Given the product [CH3:22][C:2]1[CH:7]=[CH:6][C:5]([NH2:8])=[CH:4][C:3]=1[C:9]1[S:10][C:11]2[CH:17]=[CH:16][C:15]([C:18]([F:21])([F:20])[F:19])=[CH:14][C:12]=2[N:13]=1.[Cl:1][C:23]1[CH:31]=[CH:30][C:29]([N+:32]([O-:34])=[O:33])=[CH:28][C:24]=1[C:25]([OH:27])=[O:26], predict the reactants needed to synthesize it. The reactants are: [Cl:1][C:2]1[CH:7]=[CH:6][C:5]([NH2:8])=[CH:4][C:3]=1[C:9]1[S:10][C:11]2[CH:17]=[CH:16][C:15]([C:18]([F:21])([F:20])[F:19])=[CH:14][C:12]=2[N:13]=1.[CH3:22][C:23]1[CH:31]=[CH:30][C:29]([N+:32]([O-:34])=[O:33])=[CH:28][C:24]=1[C:25]([OH:27])=[O:26]. (4) Given the product [C:1]([C:5]1[CH:6]=[C:7]2[C:14](=[O:15])[CH2:13][C:12]3([CH2:16][CH2:17][N:18]([C:35]([C:25]4[CH:24]=[C:23]([O:22][CH3:21])[C:32]5[C:27](=[C:28]([O:33][CH3:34])[CH:29]=[CH:30][CH:31]=5)[N:26]=4)=[O:36])[CH2:19][CH2:20]3)[O:11][C:8]2=[CH:9][N:10]=1)([CH3:4])([CH3:2])[CH3:3], predict the reactants needed to synthesize it. The reactants are: [C:1]([C:5]1[CH:6]=[C:7]2[C:14](=[O:15])[CH2:13][C:12]3([CH2:20][CH2:19][NH:18][CH2:17][CH2:16]3)[O:11][C:8]2=[CH:9][N:10]=1)([CH3:4])([CH3:3])[CH3:2].[CH3:21][O:22][C:23]1[C:32]2[C:27](=[C:28]([O:33][CH3:34])[CH:29]=[CH:30][CH:31]=2)[N:26]=[C:25]([C:35](O)=[O:36])[CH:24]=1. (5) Given the product [CH3:38][N:39]([CH3:40])[C:28](=[O:30])[C:27]1[CH:26]=[CH:25][C:24]([N:21]2[CH2:22][CH2:23][CH:18]([N:15]3[CH2:16][CH2:17][C@@H:13]([NH:12][C:10](=[O:11])[CH2:9][NH:8][C:6](=[O:7])[C:5]4[CH:33]=[CH:34][CH:35]=[C:3]([C:2]([F:36])([F:37])[F:1])[CH:4]=4)[CH2:14]3)[CH2:19][CH2:20]2)=[CH:32][CH:31]=1, predict the reactants needed to synthesize it. The reactants are: [F:1][C:2]([F:37])([F:36])[C:3]1[CH:4]=[C:5]([CH:33]=[CH:34][CH:35]=1)[C:6]([NH:8][CH2:9][C:10]([NH:12][C@@H:13]1[CH2:17][CH2:16][N:15]([CH:18]2[CH2:23][CH2:22][N:21]([C:24]3[CH:32]=[CH:31][C:27]([C:28]([OH:30])=O)=[CH:26][CH:25]=3)[CH2:20][CH2:19]2)[CH2:14]1)=[O:11])=[O:7].[CH3:38][N:39](C(ON1N=NC2C=CC=NC1=2)=[N+](C)C)[CH3:40].F[P-](F)(F)(F)(F)F.C(N(CC)C(C)C)(C)C.ON1C2C=CC=CC=2N=N1.CNC.C([O-])(O)=O.[Na+]. (6) Given the product [OH:21][CH:22]([C:24]1[CH:25]=[C:26]([C:41]([N:7]([CH3:8])[CH3:6])=[O:43])[CH:27]=[C:28]2[C:33]=1[O:32][C:31]([N:34]1[CH2:39][CH2:38][O:37][CH2:36][CH2:35]1)=[CH:30][C:29]2=[O:40])[CH3:23], predict the reactants needed to synthesize it. The reactants are: [B-](F)(F)(F)F.[CH3:6][N:7](C(ON1C(=O)CCC1=O)=[N+](C)C)[CH3:8].[OH:21][CH:22]([C:24]1[CH:25]=[C:26]([C:41]([OH:43])=O)[CH:27]=[C:28]2[C:33]=1[O:32][C:31]([N:34]1[CH2:39][CH2:38][O:37][CH2:36][CH2:35]1)=[CH:30][C:29]2=[O:40])[CH3:23].CCN(C(C)C)C(C)C.CNC. (7) Given the product [CH2:9]([C:4]1[C:3]([CH2:2][S:18][C:16]2[N:15]=[C:14]([OH:19])[CH:13]=[C:12]([CH3:11])[N:17]=2)=[CH:8][CH:7]=[CH:6][N:5]=1)[CH3:10], predict the reactants needed to synthesize it. The reactants are: Br[CH2:2][C:3]1[C:4]([CH2:9][CH3:10])=[N:5][CH:6]=[CH:7][CH:8]=1.[CH3:11][C:12]1[N:17]=[C:16]([SH:18])[N:15]=[C:14]([OH:19])[CH:13]=1.C(N(CC)CC)C.C(OCC)C.